This data is from Catalyst prediction with 721,799 reactions and 888 catalyst types from USPTO. The task is: Predict which catalyst facilitates the given reaction. (1) Reactant: C[O:2][C:3]([C:5]1[CH:13]=[C:12]2[C:8]([C:9]3[CH:17]=[C:16]([CH3:18])[CH:15]=[N:14][C:10]=3[NH:11]2)=[C:7]([C:19]2[CH:24]=[CH:23][CH:22]=[C:21]([S:25]([CH2:28][CH3:29])(=[O:27])=[O:26])[CH:20]=2)[CH:6]=1)=[O:4].[OH-].[Na+].Cl. Product: [CH2:28]([S:25]([C:21]1[CH:20]=[C:19]([C:7]2[CH:6]=[C:5]([C:3]([OH:4])=[O:2])[CH:13]=[C:12]3[C:8]=2[C:9]2[CH:17]=[C:16]([CH3:18])[CH:15]=[N:14][C:10]=2[NH:11]3)[CH:24]=[CH:23][CH:22]=1)(=[O:27])=[O:26])[CH3:29]. The catalyst class is: 5. (2) Reactant: Cl[C:2]1[N:7]=[CH:6][N:5]=[C:4]([NH2:8])[C:3]=1[C:9]1[O:13][N:12]=[C:11]([CH3:14])[N:10]=1.[NH2:15][C@H:16]([C:18]1[N:19]([C:30]2[CH:35]=[CH:34][CH:33]=[C:32]([F:36])[CH:31]=2)[C:20](=[O:29])[C:21]2[C:26]([CH:27]=1)=[CH:25][CH:24]=[CH:23][C:22]=2[Cl:28])[CH3:17].CCN(C(C)C)C(C)C. Product: [NH2:8][C:4]1[N:5]=[CH:6][N:7]=[C:2]([NH:15][C@H:16]([C:18]2[N:19]([C:30]3[CH:35]=[CH:34][CH:33]=[C:32]([F:36])[CH:31]=3)[C:20](=[O:29])[C:21]3[C:26]([CH:27]=2)=[CH:25][CH:24]=[CH:23][C:22]=3[Cl:28])[CH3:17])[C:3]=1[C:9]1[O:13][N:12]=[C:11]([CH3:14])[N:10]=1. The catalyst class is: 25.